From a dataset of Reaction yield outcomes from USPTO patents with 853,638 reactions. Predict the reaction yield, written as a fraction of the theoretical maximum amount of product (1.0 means a 100% yield; for example, 0.34 means a 34% yield). The reactants are [H-].[Na+].[N:3]1[C:12]2[C:7](=[CH:8][CH:9]=[CH:10][C:11]=2[OH:13])[CH:6]=[CH:5][CH:4]=1.Br[C:15]([CH3:22])([CH3:21])[C:16]([O:18][CH2:19][CH3:20])=[O:17]. The catalyst is CN(C=O)C.O. The product is [CH3:21][C:15]([O:13][C:11]1[CH:10]=[CH:9][CH:8]=[C:7]2[C:12]=1[N:3]=[CH:4][CH:5]=[CH:6]2)([CH3:22])[C:16]([O:18][CH2:19][CH3:20])=[O:17]. The yield is 0.448.